Dataset: Peptide-MHC class II binding affinity with 134,281 pairs from IEDB. Task: Regression. Given a peptide amino acid sequence and an MHC pseudo amino acid sequence, predict their binding affinity value. This is MHC class II binding data. The peptide sequence is STGEAHLAEENEGDN. The MHC is DRB1_0701 with pseudo-sequence DRB1_0701. The binding affinity (normalized) is 0.